From a dataset of Catalyst prediction with 721,799 reactions and 888 catalyst types from USPTO. Predict which catalyst facilitates the given reaction. (1) Product: [Cl:42][C:39]1[CH:40]=[CH:41][C:36]([C:5]2[CH:4]=[CH:3][C:2]([N:1]3[CH2:51][CH2:52][CH2:53][C:54]3=[O:55])=[CH:35][C:6]=2[CH2:7][O:8][C:9]2[CH:14]=[CH:13][C:12]([C:15]3[N:19]([CH:20]4[CH2:25][CH2:24][CH2:23][CH2:22][CH2:21]4)[C:18]4[CH:26]=[CH:27][C:28]([C:30]([O:32][CH3:33])=[O:31])=[CH:29][C:17]=4[N:16]=3)=[C:11]([F:34])[CH:10]=2)=[CH:37][CH:38]=1. The catalyst class is: 22. Reactant: [NH2:1][C:2]1[CH:3]=[CH:4][C:5]([C:36]2[CH:41]=[CH:40][C:39]([Cl:42])=[CH:38][CH:37]=2)=[C:6]([CH:35]=1)[CH2:7][O:8][C:9]1[CH:14]=[CH:13][C:12]([C:15]2[N:19]([CH:20]3[CH2:25][CH2:24][CH2:23][CH2:22][CH2:21]3)[C:18]3[CH:26]=[CH:27][C:28]([C:30]([O:32][CH3:33])=[O:31])=[CH:29][C:17]=3[N:16]=2)=[C:11]([F:34])[CH:10]=1.C(N(CC)CC)C.Cl[CH2:51][CH2:52][CH2:53][C:54](Cl)=[O:55].O. (2) Reactant: [ClH:1].Cl.Br[C:4]1[CH:31]=[CH:30][C:7]([CH2:8][NH:9][CH2:10][C@@H:11]2[CH2:16][CH2:15][C@H:14]([NH:17][C:18]3[CH:27]=[C:26]([NH:28][CH3:29])[C:25]4[C:20](=[CH:21][CH:22]=[CH:23][CH:24]=4)[N:19]=3)[CH2:13][CH2:12]2)=[C:6]([O:32][C:33]([F:36])([F:35])[F:34])[CH:5]=1.Cl. Product: [ClH:1].[ClH:1].[CH3:29][NH:28][C:26]1[C:25]2[C:20](=[CH:21][CH:22]=[CH:23][CH:24]=2)[N:19]=[C:18]([NH:17][C@H:14]2[CH2:13][CH2:12][C@@H:11]([CH2:10][NH:9][CH2:8][C:7]3[CH:30]=[CH:31][CH:4]=[CH:5][C:6]=3[O:32][C:33]([F:36])([F:34])[F:35])[CH2:16][CH2:15]2)[CH:27]=1. The catalyst class is: 579. (3) The catalyst class is: 3. Product: [F:1][C:2]1[CH:3]=[C:4]([N+:9]([O-:11])=[O:10])[CH:5]=[CH:6][C:7]=1[CH2:20][C:18]#[N:19]. Reactant: [F:1][C:2]1[CH:3]=[C:4]([N+:9]([O-:11])=[O:10])[CH:5]=[CH:6][C:7]=1F.C([O-])([O-])=O.[K+].[K+].[C:18]([CH2:20]C(OCC)=O)#[N:19]. (4) Product: [ClH:1].[CH3:2][C:3]1[CH:11]=[CH:10][C:6]([C:7]([NH2:12])=[NH:9])=[CH:5][CH:4]=1. Reactant: [ClH:1].[CH3:2][C:3]1[CH:11]=[CH:10][C:6]([C:7](=[NH:9])O)=[CH:5][CH:4]=1.[NH3:12].CO.[Cl-].[NH4+].CCO. The catalyst class is: 5. (5) Reactant: [OH:1][C:2]1[C:3]([CH3:8])=[N:4][CH:5]=[CH:6][CH:7]=1.C(=O)([O-])[O-].[Cs+].[Cs+].[CH2:15](I)[CH2:16][CH3:17]. Product: [CH2:15]([O:1][C:2]1[C:3]([CH3:8])=[N:4][CH:5]=[CH:6][CH:7]=1)[CH2:16][CH3:17]. The catalyst class is: 3. (6) Reactant: Br[C:2]1[C:3]2[N:4]([N:8]=[C:9]([NH:11][C:12]3[CH:28]=[CH:27][C:15]([C:16]([N:18]([CH3:26])[CH:19]4[CH2:24][CH2:23][N:22]([CH3:25])[CH2:21][CH2:20]4)=[O:17])=[CH:14][CH:13]=3)[N:10]=2)[CH:5]=[CH:6][CH:7]=1.[CH3:29][C:30]1([C:36]2[CH:41]=[CH:40][CH:39]=[CH:38][CH:37]=2)[CH2:35][CH2:34][NH:33][CH2:32][CH2:31]1.CC([O-])(C)C.[Na+].C1C=CC(P(C2C(C3C(P(C4C=CC=CC=4)C4C=CC=CC=4)=CC=C4C=3C=CC=C4)=C3C(C=CC=C3)=CC=2)C2C=CC=CC=2)=CC=1. Product: [CH3:26][N:18]([CH:19]1[CH2:24][CH2:23][N:22]([CH3:25])[CH2:21][CH2:20]1)[C:16](=[O:17])[C:15]1[CH:27]=[CH:28][C:12]([NH:11][C:9]2[N:10]=[C:3]3[C:2]([N:33]4[CH2:34][CH2:35][C:30]([CH3:29])([C:36]5[CH:41]=[CH:40][CH:39]=[CH:38][CH:37]=5)[CH2:31][CH2:32]4)=[CH:7][CH:6]=[CH:5][N:4]3[N:8]=2)=[CH:13][CH:14]=1. The catalyst class is: 11. (7) Reactant: FC1C=CC(C2C(C(N(C)C(=O)OC(C)(C)C)=O)=[C:15]3[N:10]([N:11]=[CH:12][C:13]([C:28]4[CH:33]=[C:32]([C:34](=[O:45])[NH:35][C:36]5([C:39]6[CH:44]=[CH:43][CH:42]=[CH:41][CH:40]=6)[CH2:38][CH2:37]5)[CH:31]=[CH:30][C:29]=4[CH3:46])=[CH:14]3)[N:9]=2)=CC=1.FC1C=CC(C2C(C(N(C)C(=O)OC(C)(C)C)=O)=C3N(N=CC=C3C3C=C(C(=O)NC4(C5C=CC=CC=5)CC4)C=CC=3C)N=2)=CC=1.CC1C=CC(C(NC2(C3C=CC=CC=3)CC2)=O)=CC=1C1C=CN=NC=1.[C:118]1([CH3:131])[CH:123]=[C:122]([CH3:124])[CH:121]=[C:120]([CH3:125])[C:119]=1[S:126]([O:129]N)(=[O:128])=[O:127]. Product: [CH3:125][C:120]1[CH:121]=[C:122]([CH3:124])[CH:123]=[C:118]([CH3:131])[C:119]=1[S:126]([O-:129])(=[O:128])=[O:127].[NH2:9][N+:10]1[CH:15]=[CH:14][C:13]([C:28]2[CH:33]=[C:32]([C:34](=[O:45])[NH:35][C:36]3([C:39]4[CH:40]=[CH:41][CH:42]=[CH:43][CH:44]=4)[CH2:37][CH2:38]3)[CH:31]=[CH:30][C:29]=2[CH3:46])=[CH:12][N:11]=1. The catalyst class is: 4.